Predict which catalyst facilitates the given reaction. From a dataset of Catalyst prediction with 721,799 reactions and 888 catalyst types from USPTO. (1) The catalyst class is: 1. Reactant: [Cl:1][C:2]1[C:7]([O:8][CH3:9])=[CH:6][C:5]([C:10]2[CH:11]=[C:12]([CH:16]=[CH:17][N:18]=2)[C:13](O)=[O:14])=[CH:4][C:3]=1[O:19][CH3:20].C(N(CC)CC)C.ClC(OCC)=O. Product: [Cl:1][C:2]1[C:3]([O:19][CH3:20])=[CH:4][C:5]([C:10]2[CH:11]=[C:12]([CH2:13][OH:14])[CH:16]=[CH:17][N:18]=2)=[CH:6][C:7]=1[O:8][CH3:9]. (2) Reactant: [NH2:1][C:2]1[N:7]=[CH:6][N:5]=[C:4]2[N:8]([CH2:20][C:21]3([OH:34])[CH2:26][CH2:25][N:24]([C:27]([O:29][C:30]([CH3:33])([CH3:32])[CH3:31])=[O:28])[CH2:23][CH2:22]3)[N:9]=[C:10]([C:11]3[CH:16]=[CH:15][C:14]([NH2:17])=[C:13]([O:18][CH3:19])[CH:12]=3)[C:3]=12.[C:35]1([C@@H:41]2[CH2:43][C@H:42]2[C:44](Cl)=[O:45])[CH:40]=[CH:39][CH:38]=[CH:37][CH:36]=1. Product: [NH2:1][C:2]1[N:7]=[CH:6][N:5]=[C:4]2[N:8]([CH2:20][C:21]3([OH:34])[CH2:22][CH2:23][N:24]([C:27]([O:29][C:30]([CH3:31])([CH3:33])[CH3:32])=[O:28])[CH2:25][CH2:26]3)[N:9]=[C:10]([C:11]3[CH:16]=[CH:15][C:14]([NH:17][C:44]([C@@H:42]4[CH2:43][C@H:41]4[C:35]4[CH:40]=[CH:39][CH:38]=[CH:37][CH:36]=4)=[O:45])=[C:13]([O:18][CH3:19])[CH:12]=3)[C:3]=12. The catalyst class is: 17. (3) Reactant: [NH2:1][C:2]1[C:3]([CH3:13])=[C:4]([C:9]([Cl:12])=[CH:10][CH:11]=1)[C:5]([O:7][CH3:8])=[O:6].Cl.F[B-](F)(F)F.[NH4+].[N:21]([O-])=O.[Na+].C1OCCOCCOCCOCCOCCOC1.C([O-])(=O)C.[K+]. Product: [Cl:12][C:9]1[CH:10]=[CH:11][C:2]2[C:3](=[CH:13][NH:21][N:1]=2)[C:4]=1[C:5]([O:7][CH3:8])=[O:6]. The catalyst class is: 6. (4) Reactant: [CH3:1][Si:2]([CH:5]=[N+:6]=[N-:7])([CH3:4])[CH3:3].C([Li])CCC.[CH2:13]([N:20]1[CH2:25][CH2:24][C:23]([C:27]2[CH:32]=[CH:31][CH:30]=[C:29]([C:33]#[N:34])[CH:28]=2)([CH3:26])[CH2:22][CH2:21]1)[C:14]1[CH:19]=[CH:18][CH:17]=[CH:16][CH:15]=1. Product: [CH2:13]([N:20]1[CH2:25][CH2:24][C:23]([CH3:26])([C:27]2[CH:32]=[CH:31][CH:30]=[C:29]([C:33]3[N:34]=[N:7][NH:6][C:5]=3[Si:2]([CH3:4])([CH3:3])[CH3:1])[CH:28]=2)[CH2:22][CH2:21]1)[C:14]1[CH:15]=[CH:16][CH:17]=[CH:18][CH:19]=1. The catalyst class is: 7.